Dataset: Forward reaction prediction with 1.9M reactions from USPTO patents (1976-2016). Task: Predict the product of the given reaction. (1) Given the reactants [Cl:1][C:2]1[CH:3]=[CH:4][C:5]2[N:11]3[CH:12]=[CH:13][CH:14]=[C:10]3[C@@H:9]([CH2:15][CH2:16][C:17]([N:19]3[CH2:24][CH2:23][CH:22]([C:25]([O:27]CC)=[O:26])[CH2:21][CH2:20]3)=[O:18])[O:8][C@H:7]([C:30]3[CH:35]=[CH:34][CH:33]=[C:32]([O:36][CH3:37])[C:31]=3[O:38][CH3:39])[C:6]=2[CH:40]=1.C(=O)([O-])[O-].[K+].[K+].Cl.C(OCC)(=O)C, predict the reaction product. The product is: [Cl:1][C:2]1[CH:3]=[CH:4][C:5]2[N:11]3[CH:12]=[CH:13][CH:14]=[C:10]3[C@@H:9]([CH2:15][CH2:16][C:17]([N:19]3[CH2:20][CH2:21][CH:22]([C:25]([OH:27])=[O:26])[CH2:23][CH2:24]3)=[O:18])[O:8][C@H:7]([C:30]3[CH:35]=[CH:34][CH:33]=[C:32]([O:36][CH3:37])[C:31]=3[O:38][CH3:39])[C:6]=2[CH:40]=1. (2) Given the reactants [F:1][C:2]([F:25])([C:15]1[CH:16]=[C:17]2[C:22](=[CH:23][CH:24]=1)[N:21]=[CH:20][CH:19]=[CH:18]2)[C:3]1[N:7]2[N:8]=[C:9]([C:12](=O)[CH3:13])[CH:10]=[CH:11][C:6]2=[N:5][N:4]=1.[NH2:26][O:27][CH2:28][CH2:29][OH:30], predict the reaction product. The product is: [OH:30][CH2:29][CH2:28][O:27]/[N:26]=[C:12](/[C:9]1[CH:10]=[CH:11][C:6]2[N:7]([C:3]([C:2]([F:25])([F:1])[C:15]3[CH:16]=[C:17]4[C:22](=[CH:23][CH:24]=3)[N:21]=[CH:20][CH:19]=[CH:18]4)=[N:4][N:5]=2)[N:8]=1)\[CH3:13]. (3) Given the reactants C([O:3][C:4](=O)[CH2:5][O:6][CH:7]([C:21]1[CH:26]=[CH:25][CH:24]=[C:23]([F:27])[C:22]=1[C:28]1[CH:33]=[CH:32][CH:31]=[C:30]([CH3:34])[CH:29]=1)[C@@H:8]1[CH2:13][CH2:12][CH2:11][N:10]([C:14]([O:16][C:17]([CH3:20])([CH3:19])[CH3:18])=[O:15])[CH2:9]1)C.[BH4-].[Na+], predict the reaction product. The product is: [F:27][C:23]1[C:22]([C:28]2[CH:33]=[CH:32][CH:31]=[C:30]([CH3:34])[CH:29]=2)=[C:21]([CH:7]([O:6][CH2:5][CH2:4][OH:3])[C@@H:8]2[CH2:13][CH2:12][CH2:11][N:10]([C:14]([O:16][C:17]([CH3:18])([CH3:19])[CH3:20])=[O:15])[CH2:9]2)[CH:26]=[CH:25][CH:24]=1. (4) Given the reactants Cl[C:2]1[CH:3]=[CH:4][C:5]2[CH2:11][CH2:10][C:9]3[CH:12]=[CH:13][CH:14]=[CH:15][C:8]=3[N:7]([CH2:16][CH2:17][CH2:18][NH:19][S:20]([C:23]3[CH:28]=[CH:27][C:26]([C:29]([F:32])([F:31])[F:30])=[CH:25][CH:24]=3)(=[O:22])=[O:21])[C:6]=2[CH:33]=1.[C:34](=[O:41])([O:36][C:37]([CH3:40])([CH3:39])[CH3:38])[NH2:35].C(=O)([O-])[O-].[Cs+].[Cs+], predict the reaction product. The product is: [F:32][C:29]([F:31])([F:30])[C:26]1[CH:25]=[CH:24][C:23]([S:20]([NH:19][CH2:18][CH2:17][CH2:16][N:7]2[C:8]3[CH:15]=[CH:14][CH:13]=[CH:12][C:9]=3[CH2:10][CH2:11][C:5]3[CH:4]=[CH:3][C:2]([NH:35][C:34](=[O:41])[O:36][C:37]([CH3:40])([CH3:39])[CH3:38])=[CH:33][C:6]2=3)(=[O:22])=[O:21])=[CH:28][CH:27]=1.